From a dataset of Catalyst prediction with 721,799 reactions and 888 catalyst types from USPTO. Predict which catalyst facilitates the given reaction. (1) Reactant: [CH3:1][O:2][C:3](=[O:28])[C:4]1[CH:9]=[C:8]([O:10]CC2C=CC=CC=2C)[CH:7]=[C:6](/[CH:19]=[CH:20]/[C:21]2[CH:26]=[CH:25][C:24]([F:27])=[CH:23][CH:22]=2)[CH:5]=1.C1(SC)C=CC=CC=1. Product: [CH3:1][O:2][C:3](=[O:28])[C:4]1[CH:9]=[C:8]([OH:10])[CH:7]=[C:6](/[CH:19]=[CH:20]/[C:21]2[CH:26]=[CH:25][C:24]([F:27])=[CH:23][CH:22]=2)[CH:5]=1. The catalyst class is: 55. (2) Reactant: [CH3:1][C:2]1[CH:10]=[CH:9][C:5]([C:6]([OH:8])=[O:7])=[CH:4][CH:3]=1.Cl[C:12]1[CH:17]=[CH:16][N:15]2[N:18]=[C:19]([C:32]3[CH:37]=[CH:36][C:35]([F:38])=[CH:34][CH:33]=3)[C:20]([C:21]([N:23]([CH3:31])[C:24](=[O:30])[O:25][C:26]([CH3:29])([CH3:28])[CH3:27])=[O:22])=[C:14]2[C:13]=1[F:39].CC1C=CC(C(O)=O)=CC=1B1OC(C)(C)C(C)(C)O1.C(=O)([O-])[O-].[Na+].[Na+]. Product: [C:26]([O:25][C:24]([N:23]([CH3:31])[C:21]([C:20]1[C:19]([C:32]2[CH:33]=[CH:34][C:35]([F:38])=[CH:36][CH:37]=2)=[N:18][N:15]2[CH:16]=[CH:17][C:12]([C:3]3[CH:4]=[C:5]([CH:9]=[CH:10][C:2]=3[CH3:1])[C:6]([OH:8])=[O:7])=[C:13]([F:39])[C:14]=12)=[O:22])=[O:30])([CH3:29])([CH3:28])[CH3:27]. The catalyst class is: 127. (3) Reactant: C1(P(C2C=CC=CC=2)C2C=CC=CC=2)C=CC=CC=1.BrN1C(=O)CCC1=O.[CH:28]1([CH2:33][CH:34]([C:38]2[CH:43]=[CH:42][C:41]([N:44]3[C:48]([CH3:49])=[N:47][N:46]=[N:45]3)=[C:40]([C:50]([F:53])([F:52])[F:51])[CH:39]=2)[C:35](O)=[O:36])[CH2:32][CH2:31][CH2:30][CH2:29]1.[NH2:54][C:55]1[CH:60]=[CH:59][C:58]([Br:61])=[CH:57][N:56]=1. Product: [Br:61][C:58]1[CH:59]=[CH:60][C:55]([NH:54][C:35](=[O:36])[CH:34]([C:38]2[CH:43]=[CH:42][C:41]([N:44]3[C:48]([CH3:49])=[N:47][N:46]=[N:45]3)=[C:40]([C:50]([F:51])([F:53])[F:52])[CH:39]=2)[CH2:33][CH:28]2[CH2:29][CH2:30][CH2:31][CH2:32]2)=[N:56][CH:57]=1. The catalyst class is: 2. (4) Reactant: [CH2:1]([Li])[CH2:2][CH2:3][CH3:4].[CH3:6][CH2:7][CH2:8]CCC.CN(CCN(C)C)C.[C:20]1(=O)[C:29]2[C:24](=[CH:25]C=CC=2)[CH2:23][CH2:22][CH2:21]1.C([C:33]12[C:43](C(C)C)=[CH:42][CH:41]=[CH:40][CH:39]1[NH:38][C:37](=O)[O:36][C:34]2=O)C. Product: [CH2:3]([C:2]1[CH:1]=[CH:25][C:24]2[CH2:29][CH2:20][C:21]3[C:34](=[O:36])[C:33]4[CH:43]=[C:42]([CH:7]([CH3:8])[CH3:6])[CH:41]=[CH:40][C:39]=4[NH:38][C:37]=3[C:23]=2[CH:22]=1)[CH3:4]. The catalyst class is: 683. (5) Reactant: [CH3:1][C@H:2]([NH:6][C:7](=[O:13])[O:8][C:9]([CH3:12])([CH3:11])[CH3:10])[CH2:3][CH:4]=O.[CH:14]1([NH2:17])[CH2:16][CH2:15]1.C(O)(=O)C.C(O[BH-](OC(=O)C)OC(=O)C)(=O)C.[Na+]. Product: [CH:14]1([NH:17][CH2:4][CH2:3][C@@H:2]([NH:6][C:7](=[O:13])[O:8][C:9]([CH3:12])([CH3:11])[CH3:10])[CH3:1])[CH2:16][CH2:15]1. The catalyst class is: 68. (6) Reactant: [Cl:1][C:2]1[CH:3]=[CH:4][C:5]([N:24]2[CH:28]=[N:27][N:26]=[N:25]2)=[C:6]([CH:23]=1)[CH2:7][NH:8][C:9]([C@@H:11]1[CH2:15][CH2:14][N:13](C(OC(C)(C)C)=O)[NH:12]1)=[O:10].[C:29]1([C@@H:35]([O:39][Si](C)(C)C)[C:36](Cl)=[O:37])[CH:34]=[CH:33][CH:32]=[CH:31][CH:30]=1.C(O)(C(F)(F)F)=O. Product: [Cl:1][C:2]1[CH:3]=[CH:4][C:5]([N:24]2[CH:28]=[N:27][N:26]=[N:25]2)=[C:6]([CH:23]=1)[CH2:7][NH:8][C:9]([C@@H:11]1[CH2:15][CH2:14][NH:13][N:12]1[C:36](=[O:37])[C@H:35]([OH:39])[C:29]1[CH:34]=[CH:33][CH:32]=[CH:31][CH:30]=1)=[O:10]. The catalyst class is: 202. (7) Reactant: [Br-:1].[F:2][C:3]1[CH:8]=[CH:7][C:6]([N:9]2[C:12](=[O:13])[CH:11]([CH2:14][CH2:15][CH:16]([C:24]3[CH:29]=[CH:28][C:27]([F:30])=[CH:26][CH:25]=3)[O:17][Si](C(C)C)(C)C)[CH:10]2[C:31]2[CH:46]=[CH:45][C:34]([O:35][CH2:36][CH2:37][CH2:38][CH2:39][CH2:40][N+:41]([CH3:44])([CH3:43])[CH3:42])=[CH:33][CH:32]=2)=[CH:5][CH:4]=1.Cl.C(=O)(O)[O-].[Na+]. Product: [Br-:1].[F:2][C:3]1[CH:4]=[CH:5][C:6]([N:9]2[C:12](=[O:13])[CH:11]([CH2:14][CH2:15][CH:16]([C:24]3[CH:29]=[CH:28][C:27]([F:30])=[CH:26][CH:25]=3)[OH:17])[CH:10]2[C:31]2[CH:32]=[CH:33][C:34]([O:35][CH2:36][CH2:37][CH2:38][CH2:39][CH2:40][N+:41]([CH3:43])([CH3:42])[CH3:44])=[CH:45][CH:46]=2)=[CH:7][CH:8]=1. The catalyst class is: 5. (8) Reactant: [O:1]1[C:5]2[CH:6]=[CH:7][CH:8]=[CH:9][C:4]=2[C:3](=[N:10][OH:11])[C:2]1=[N:12][OH:13].[H-].[Na+].S(OC)(O[CH3:20])(=O)=O.O. Product: [CH3:20][O:11][N:10]=[C:3]1[C:4]2[CH:9]=[CH:8][CH:7]=[CH:6][C:5]=2[O:1][C:2]1=[N:12][OH:13]. The catalyst class is: 9. (9) Reactant: [NH2:1][C:2]1[C:7]([N+:8]([O-])=O)=[CH:6][CH:5]=[C:4]([Br:11])[N:3]=1.O.Cl. Product: [NH2:1][C:2]1[C:7]([NH2:8])=[CH:6][CH:5]=[C:4]([Br:11])[N:3]=1. The catalyst class is: 186. (10) Reactant: [Cl:1][C:2]1[CH:7]=[CH:6][C:5]([C:8]2[N:12]([CH:13]3[CH2:15][CH2:14]3)[C:11](=[O:16])[N:10]([CH2:17][C:18]([NH:20][NH2:21])=O)[N:9]=2)=[CH:4][CH:3]=1.Cl.[F:23][C:24]([F:35])([F:34])[C:25]1[CH:26]=[C:27]([CH:31]=[CH:32][CH:33]=1)[C:28](N)=[NH:29]. Product: [Cl:1][C:2]1[CH:7]=[CH:6][C:5]([C:8]2[N:12]([CH:13]3[CH2:15][CH2:14]3)[C:11](=[O:16])[N:10]([CH2:17][C:18]3[NH:29][C:28]([C:27]4[CH:31]=[CH:32][CH:33]=[C:25]([C:24]([F:23])([F:34])[F:35])[CH:26]=4)=[N:21][N:20]=3)[N:9]=2)=[CH:4][CH:3]=1. The catalyst class is: 3.